This data is from Reaction yield outcomes from USPTO patents with 853,638 reactions. The task is: Predict the reaction yield, written as a fraction of the theoretical maximum amount of product (1.0 means a 100% yield; for example, 0.34 means a 34% yield). (1) The product is [CH3:20][O:19][C:15]1[CH:14]=[C:13]([CH:18]=[CH:17][CH:16]=1)[C:12]([NH:11][C:8]1[CH:9]=[CH:10][C:5]([O:4][CH2:3][CH2:2][NH:1][CH2:29][CH2:30][C:31]([F:34])([F:33])[F:32])=[C:6]([C:22]2[N:26]([CH3:27])[N:25]=[CH:24][CH:23]=2)[CH:7]=1)=[O:21]. The yield is 0.0230. The reactants are [NH2:1][CH2:2][CH2:3][O:4][C:5]1[CH:10]=[CH:9][C:8]([NH:11][C:12](=[O:21])[C:13]2[CH:18]=[CH:17][CH:16]=[C:15]([O:19][CH3:20])[CH:14]=2)=[CH:7][C:6]=1[C:22]1[N:26]([CH3:27])[N:25]=[CH:24][CH:23]=1.Br[CH2:29][CH2:30][C:31]([F:34])([F:33])[F:32].C(N(CC)CC)C. The catalyst is CN(C=O)C. (2) The catalyst is ClCCl. The reactants are C(N(CC)CC)C.C(OC([NH:15][CH2:16][C:17](O)=[O:18])=O)(C)(C)C.C(OC([Cl:27])=O)C(C)C.[F:28][C:29]([F:33])([F:32])[CH2:30][NH2:31]. The product is [ClH:27].[NH2:15][CH2:16][C:17]([NH:31][CH2:30][C:29]([F:33])([F:32])[F:28])=[O:18]. The yield is 0.410. (3) The reactants are Cl[C:2]1[C:11]2[C:6](=[CH:7][CH:8]=[CH:9][C:10]=2[O:12][CH:13]2[CH2:18][CH2:17][N:16]([CH3:19])[CH2:15][CH2:14]2)[N:5]=[CH:4][N:3]=1.[CH3:20][C:21]1[CH:22]=[C:23]([CH:25]=[CH:26][C:27]=1[O:28][CH2:29][C:30]1[CH:35]=[CH:34][CH:33]=[CH:32][N:31]=1)[NH2:24]. No catalyst specified. The product is [CH3:19][N:16]1[CH2:17][CH2:18][CH:13]([O:12][C:10]2[CH:9]=[CH:8][CH:7]=[C:6]3[C:11]=2[C:2]([NH:24][C:23]2[CH:25]=[CH:26][C:27]([O:28][CH2:29][C:30]4[CH:35]=[CH:34][CH:33]=[CH:32][N:31]=4)=[C:21]([CH3:20])[CH:22]=2)=[N:3][CH:4]=[N:5]3)[CH2:14][CH2:15]1. The yield is 0.480.